Dataset: Peptide-MHC class I binding affinity with 185,985 pairs from IEDB/IMGT. Task: Regression. Given a peptide amino acid sequence and an MHC pseudo amino acid sequence, predict their binding affinity value. This is MHC class I binding data. (1) The peptide sequence is KSVGVERTM. The MHC is HLA-B57:01 with pseudo-sequence HLA-B57:01. The binding affinity (normalized) is 0.483. (2) The peptide sequence is CTGKFKIVK. The MHC is HLA-A11:01 with pseudo-sequence HLA-A11:01. The binding affinity (normalized) is 0.576. (3) The peptide sequence is CEAIKTIGI. The MHC is H-2-Dd with pseudo-sequence H-2-Dd. The binding affinity (normalized) is 0.418. (4) The peptide sequence is KVHEISARG. The MHC is HLA-A30:01 with pseudo-sequence HLA-A30:01. The binding affinity (normalized) is 0.522. (5) The peptide sequence is GEYAPFARL. The MHC is HLA-B40:01 with pseudo-sequence HLA-B40:01. The binding affinity (normalized) is 0.647. (6) The peptide sequence is QQLYTSPSF. The MHC is HLA-A01:01 with pseudo-sequence HLA-A01:01. The binding affinity (normalized) is 0.0847. (7) The peptide sequence is DIVSDSKKI. The MHC is HLA-A02:06 with pseudo-sequence HLA-A02:06. The binding affinity (normalized) is 0.